This data is from Reaction yield outcomes from USPTO patents with 853,638 reactions. The task is: Predict the reaction yield, written as a fraction of the theoretical maximum amount of product (1.0 means a 100% yield; for example, 0.34 means a 34% yield). (1) The reactants are [Br:1][C:2]1[CH:3]=[C:4]([CH:16]=[CH:17][C:18]=1[Cl:19])[C:5]([N:7]([C:9]1[CH:14]=[CH:13][CH:12]=[CH:11][C:10]=1[OH:15])[CH3:8])=[O:6].[CH3:20][O:21][C:22](=[O:25])[CH2:23]Br.C([O-])([O-])=O.[K+].[K+]. The catalyst is CN(C=O)C. The product is [CH3:20][O:21][C:22](=[O:25])[CH2:23][O:15][C:10]1[CH:11]=[CH:12][CH:13]=[CH:14][C:9]=1[N:7]([C:5](=[O:6])[C:4]1[CH:16]=[CH:17][C:18]([Cl:19])=[C:2]([Br:1])[CH:3]=1)[CH3:8]. The yield is 0.720. (2) The reactants are [F:1][C:2]1[CH:7]=[CH:6][CH:5]=[CH:4][C:3]=1[S:8]([NH:11][C:12]1[CH:21]=[CH:20][C:19]2[CH2:18][CH2:17][CH2:16][C:15](=[O:22])[C:14]=2[C:13]=1[C:23]([O:25][CH3:26])=[O:24])(=[O:10])=[O:9].[CH3:27]OC(OC)OC.C1(C)C=CC(S([O-])(=O)=O)=CC=1.[NH+]1C=CC=CC=1. The catalyst is CO. The product is [F:1][C:2]1[CH:7]=[CH:6][CH:5]=[CH:4][C:3]=1[S:8]([NH:11][C:12]1[CH:21]=[CH:20][C:19]2[CH2:18][CH2:17][CH:16]=[C:15]([O:22][CH3:27])[C:14]=2[C:13]=1[C:23]([O:25][CH3:26])=[O:24])(=[O:10])=[O:9]. The yield is 0.830. (3) The reactants are Br[C:2]1[CH:14]=[C:13]([F:15])[C:5]2[N:6]=[C:7]([NH:9][C:10](=[O:12])[CH3:11])[S:8][C:4]=2[CH:3]=1.[CH3:16][C:17]1([CH3:33])[C:21]([CH3:23])([CH3:22])[O:20][B:19]([B:19]2[O:20][C:21]([CH3:23])([CH3:22])[C:17]([CH3:33])([CH3:16])[O:18]2)[O:18]1.C([O-])(=O)C.[K+]. The catalyst is CS(C)=O.C1C=CC(P(C2C=CC=CC=2)[C-]2C=CC=C2)=CC=1.C1C=CC(P(C2C=CC=CC=2)[C-]2C=CC=C2)=CC=1.Cl[Pd]Cl.[Fe+2]. The product is [F:15][C:13]1[C:5]2[N:6]=[C:7]([NH:9][C:10](=[O:12])[CH3:11])[S:8][C:4]=2[CH:3]=[C:2]([B:19]2[O:20][C:21]([CH3:23])([CH3:22])[C:17]([CH3:33])([CH3:16])[O:18]2)[CH:14]=1. The yield is 0.810. (4) The reactants are Cl.Cl.[C:3]1([C:9]2[C:10]([N:18]3[CH2:23][CH2:22][NH:21][CH2:20][CH2:19]3)=[C:11]3[CH:17]=[CH:16][NH:15][C:12]3=[N:13][CH:14]=2)[CH:8]=[CH:7][CH:6]=[CH:5][CH:4]=1.[C:24]([O:28][C:29]([NH:31][CH2:32][CH2:33][C:34](O)=[O:35])=[O:30])([CH3:27])([CH3:26])[CH3:25].C1C=CC2N(O)N=NC=2C=1.O.CCN=C=NCCCN(C)C.CCN(C(C)C)C(C)C.C([O-])([O-])=O.[Na+].[Na+]. The catalyst is C(Cl)Cl. The product is [O:35]=[C:34]([N:21]1[CH2:20][CH2:19][N:18]([C:10]2[C:9]([C:3]3[CH:4]=[CH:5][CH:6]=[CH:7][CH:8]=3)=[CH:14][N:13]=[C:12]3[NH:15][CH:16]=[CH:17][C:11]=23)[CH2:23][CH2:22]1)[CH2:33][CH2:32][NH:31][C:29](=[O:30])[O:28][C:24]([CH3:26])([CH3:25])[CH3:27]. The yield is 0.430. (5) The reactants are [CH:1]1([NH2:6])CCC[CH2:2]1.FC1C=C(C)C=CC=1[N+]([O-])=[O:15].[CH:18]1([NH:23][C:24]2[CH:30]=[C:29]([CH3:31])[CH:28]=[CH:27][C:25]=2[NH2:26])[CH2:22][CH2:21][CH2:20][CH2:19]1.N[C:33]1[S:34]C=[CH:36][N:37]=1. No catalyst specified. The product is [CH:18]1([NH:23][C:24]2[CH:30]=[C:29]([CH3:31])[CH:28]=[CH:27][C:25]=2[NH2:26])[CH2:22][CH2:21][CH2:20][CH2:19]1.[CH:18]1([NH:23][C:24]2[CH:30]=[C:29]([CH3:31])[CH:28]=[CH:27][C:25]=2[NH:26][C:36]([NH:37][C:33]2[S:34][CH:2]=[CH:1][N:6]=2)=[O:15])[CH2:22][CH2:21][CH2:20][CH2:19]1. The yield is 0.680. (6) The reactants are [N+:1]([C:4]1[CH:29]=[CH:28][C:7]([O:8][C:9]2[CH:10]=[C:11]([CH:25]=[CH:26][CH:27]=2)[C:12]([NH:14][C:15]2[CH:20]=[CH:19][C:18]([C:21]([F:24])([F:23])[F:22])=[CH:17][CH:16]=2)=[O:13])=[CH:6][CH:5]=1)([O-])=O.O1CCCC1.Cl. The catalyst is CO.[C].[Pd]. The product is [NH2:1][C:4]1[CH:29]=[CH:28][C:7]([O:8][C:9]2[CH:10]=[C:11]([CH:25]=[CH:26][CH:27]=2)[C:12]([NH:14][C:15]2[CH:20]=[CH:19][C:18]([C:21]([F:22])([F:23])[F:24])=[CH:17][CH:16]=2)=[O:13])=[CH:6][CH:5]=1. The yield is 0.860.